From a dataset of Reaction yield outcomes from USPTO patents with 853,638 reactions. Predict the reaction yield, written as a fraction of the theoretical maximum amount of product (1.0 means a 100% yield; for example, 0.34 means a 34% yield). (1) The reactants are [N:1]1[CH:6]=[CH:5][C:4]([NH:7][S:8]([C:11]2[C:16]([Cl:17])=[CH:15][CH:14]=[C:13]([N+:18]([O-])=O)[C:12]=2[OH:21])(=[O:10])=[O:9])=[CH:3][CH:2]=1.[H][H]. The catalyst is [Pd]. The product is [N:1]1[CH:6]=[CH:5][C:4]([NH:7][S:8]([C:11]2[C:16]([Cl:17])=[CH:15][CH:14]=[C:13]([NH2:18])[C:12]=2[OH:21])(=[O:10])=[O:9])=[CH:3][CH:2]=1. The yield is 0.900. (2) The reactants are [Cl:1][C:2]1[CH:19]=[C:18]([CH3:20])[CH:17]=[C:16]([Cl:21])[C:3]=1[O:4][CH2:5][CH2:6][O:7][C:8]1[N:13]=[CH:12][C:11]([CH:14]=O)=[CH:10][CH:9]=1.[C:22]([CH2:24][C:25]([OH:27])=[O:26])#[N:23]. The catalyst is N1CCCCC1.C1(C)C=CC=CC=1. The product is [C:22](/[C:24](=[CH:14]\[C:11]1[CH:12]=[N:13][C:8]([O:7][CH2:6][CH2:5][O:4][C:3]2[C:2]([Cl:1])=[CH:19][C:18]([CH3:20])=[CH:17][C:16]=2[Cl:21])=[CH:9][CH:10]=1)/[C:25]([OH:27])=[O:26])#[N:23]. The yield is 0.980. (3) The reactants are [NH2:1][C:2]1[CH:7]=[CH:6][C:5]([CH3:8])=[CH:4][C:3]=1[C:9]([CH:11]1[CH2:13][CH2:12]1)=[O:10].[CH3:14]ON(C)C(C1CCC1)=O. No catalyst specified. The product is [NH2:1][C:2]1[CH:7]=[CH:6][C:5]([CH3:8])=[CH:4][C:3]=1[C:9]([CH:11]1[CH2:13][CH2:12][CH2:14]1)=[O:10]. The yield is 0.800. (4) The reactants are Cl([O-])=O.[Na+].[OH:5][C:6]1[CH:7]=[C:8]([CH:11]=[C:12]([N+:15]([O-:17])=[O:16])[C:13]=1[OH:14])[CH:9]=[O:10].P([O-])(O)(O)=[O:19].[Na+].C([O-])(O)=O.[Na+]. The catalyst is O.CS(C)=O.O. The product is [OH:5][C:6]1[CH:7]=[C:8]([CH:11]=[C:12]([N+:15]([O-:17])=[O:16])[C:13]=1[OH:14])[C:9]([OH:19])=[O:10]. The yield is 0.940. (5) The reactants are Br[CH2:2][CH2:3][CH2:4][CH2:5][CH2:6][C:7]([NH:9][C:10]1[C:11]([S:18][CH3:19])=[N:12][C:13]([S:16][CH3:17])=[CH:14][CH:15]=1)=[O:8].[SH:20][C:21]1[O:22][C:23]2[CH:29]=[CH:28][CH:27]=[CH:26][C:24]=2[N:25]=1.C1OCCOCCOCCOCCOCCOC1.C(=O)([O-])[O-].[K+].[K+]. The catalyst is O.CN(C=O)C. The product is [O:22]1[C:23]2[CH:29]=[CH:28][CH:27]=[CH:26][C:24]=2[N:25]=[C:21]1[S:20][CH2:2][CH2:3][CH2:4][CH2:5][CH2:6][C:7]([NH:9][C:10]1[C:11]([S:18][CH3:19])=[N:12][C:13]([S:16][CH3:17])=[CH:14][CH:15]=1)=[O:8]. The yield is 0.700. (6) The reactants are [CH2:1]([NH:5][C:6]([CH:8]1[O:25][C:12]2([CH2:17][CH2:16][N:15]([C:18]([O:20][C:21]([CH3:24])([CH3:23])[CH3:22])=[O:19])[CH2:14][CH2:13]2)[CH2:11][N:10]([CH2:26][C:27]([F:30])([F:29])[F:28])[CH2:9]1)=O)[C:2]([CH3:4])=O.COC1C=CC(P2(SP(C3C=CC(OC)=CC=3)(=S)S2)=[S:40])=CC=1. The catalyst is C1COCC1. The product is [CH3:4][C:2]1[S:40][C:6]([CH:8]2[O:25][C:12]3([CH2:17][CH2:16][N:15]([C:18]([O:20][C:21]([CH3:24])([CH3:23])[CH3:22])=[O:19])[CH2:14][CH2:13]3)[CH2:11][N:10]([CH2:26][C:27]([F:30])([F:29])[F:28])[CH2:9]2)=[N:5][CH:1]=1. The yield is 1.00.